This data is from Reaction yield outcomes from USPTO patents with 853,638 reactions. The task is: Predict the reaction yield, written as a fraction of the theoretical maximum amount of product (1.0 means a 100% yield; for example, 0.34 means a 34% yield). (1) The reactants are Br[CH2:2][CH2:3][N:4]1[C:8]([CH2:9]Cl)=[CH:7][C:6]([N+:11]([O-:13])=[O:12])=[N:5]1.[CH3:14][O:15][CH2:16][CH:17]([NH2:19])[CH3:18].CS(C)=O. The catalyst is O. The product is [CH3:14][O:15][CH2:16][CH:17]([N:19]1[CH2:2][CH2:3][N:4]2[N:5]=[C:6]([N+:11]([O-:13])=[O:12])[CH:7]=[C:8]2[CH2:9]1)[CH3:18]. The yield is 0.680. (2) The reactants are [F:1][C:2]1[CH:3]=[C:4]([C:28]2[C:29]([C:34]#[N:35])=[CH:30][CH:31]=[CH:32][CH:33]=2)[CH:5]=[CH:6][C:7]=1[CH2:8][C:9]1[C:14](=[O:15])[N:13]([C:16]2[CH:21]=[CH:20][C:19]([O:22]C)=[CH:18][CH:17]=2)[C:12]([CH3:24])=[N:11][C:10]=1[CH2:25][CH2:26][CH3:27].BrB(Br)Br.C(OCC)(=O)C.O. The catalyst is C(Cl)Cl. The product is [F:1][C:2]1[CH:3]=[C:4]([C:28]2[C:29]([C:34]#[N:35])=[CH:30][CH:31]=[CH:32][CH:33]=2)[CH:5]=[CH:6][C:7]=1[CH2:8][C:9]1[C:14](=[O:15])[N:13]([C:16]2[CH:21]=[CH:20][C:19]([OH:22])=[CH:18][CH:17]=2)[C:12]([CH3:24])=[N:11][C:10]=1[CH2:25][CH2:26][CH3:27]. The yield is 0.990.